This data is from Full USPTO retrosynthesis dataset with 1.9M reactions from patents (1976-2016). The task is: Predict the reactants needed to synthesize the given product. (1) Given the product [Br:8][C:6]1[CH:5]=[CH:4][C:3]([CH2:9][C:11]#[N:12])=[C:2]([F:1])[CH:7]=1, predict the reactants needed to synthesize it. The reactants are: [F:1][C:2]1[CH:7]=[C:6]([Br:8])[CH:5]=[CH:4][C:3]=1[CH2:9]Cl.[C-:11]#[N:12].[Na+].O. (2) The reactants are: [C:1]([O:5][CH3:6])(=[O:4])[CH:2]=[CH2:3].[C:7]([O:11][CH3:12])(=[O:10])[CH2:8][SH:9].N1CCCCC1.C([O-])(=O)C=C. Given the product [CH3:12][O:11][C:7]([CH2:8][S:9][CH2:3][CH2:2][C:1]([O:5][CH3:6])=[O:4])=[O:10], predict the reactants needed to synthesize it.